Dataset: Full USPTO retrosynthesis dataset with 1.9M reactions from patents (1976-2016). Task: Predict the reactants needed to synthesize the given product. (1) Given the product [Cl:5][C:6]1[CH:26]=[CH:25][C:9]([O:10][CH2:11][C@H:12]2[CH2:17][CH2:16][CH2:15][NH:14][CH2:13]2)=[CH:8][C:7]=1[C:27]([NH:28][C:29](=[O:44])[NH:30][C:31]1[S:32][C:33]2[CH:39]=[C:38]([S:40]([CH3:43])(=[O:42])=[O:41])[CH:37]=[CH:36][C:34]=2[N:35]=1)=[O:45], predict the reactants needed to synthesize it. The reactants are: C(Cl)(=O)C.[Cl:5][C:6]1[CH:26]=[CH:25][C:9]([O:10][CH2:11][C@H:12]2[CH2:17][CH2:16][CH2:15][N:14](C(OC(C)(C)C)=O)[CH2:13]2)=[CH:8][C:7]=1[C:27](=[O:45])[NH:28][C:29](=[O:44])[NH:30][C:31]1[S:32][C:33]2[CH:39]=[C:38]([S:40]([CH3:43])(=[O:42])=[O:41])[CH:37]=[CH:36][C:34]=2[N:35]=1. (2) Given the product [C:16]([O:14][CH2:13][CH2:12][CH2:11][CH2:10][CH2:9][CH2:8][CH2:7][CH2:6][CH2:5][CH2:4][CH2:3][CH2:2][Br:1])(=[O:23])[C:17]1[CH:22]=[CH:21][CH:20]=[CH:19][CH:18]=1, predict the reactants needed to synthesize it. The reactants are: [Br:1][CH2:2][CH2:3][CH2:4][CH2:5][CH2:6][CH2:7][CH2:8][CH2:9][CH2:10][CH2:11][CH2:12][CH2:13][OH:14].[N].[C:16](Cl)(=[O:23])[C:17]1[CH:22]=[CH:21][CH:20]=[CH:19][CH:18]=1. (3) Given the product [C:1]([O:5][C:6]([N:8]1[CH2:13][CH2:12][CH:11]([O:14][CH2:16][CH2:17][CH2:18][CH3:19])[CH2:10][CH2:9]1)=[O:7])([CH3:4])([CH3:2])[CH3:3], predict the reactants needed to synthesize it. The reactants are: [C:1]([O:5][C:6]([N:8]1[CH2:13][CH2:12][CH:11]([OH:14])[CH2:10][CH2:9]1)=[O:7])([CH3:4])([CH3:3])[CH3:2].I[CH2:16][CH2:17][CH2:18][CH3:19].[H-].[Na+]. (4) Given the product [Cl:25][C:15]1[CH:16]=[C:17]([CH2:20][C:21]([O:23][CH3:24])=[O:22])[CH:18]=[CH:19][C:14]=1[C:9]1[C:8]([C:6]([OH:7])=[O:5])=[C:12]([CH3:13])[O:11][N:10]=1, predict the reactants needed to synthesize it. The reactants are: C([O:5][C:6]([C:8]1[C:9]([C:14]2[CH:19]=[CH:18][C:17]([CH2:20][C:21]([O:23][CH3:24])=[O:22])=[CH:16][C:15]=2[Cl:25])=[N:10][O:11][C:12]=1[CH3:13])=[O:7])(C)(C)C. (5) Given the product [F:16][C:17]1[C:22]([C:23]2[CH:28]=[C:27]([C:2]3[C:3]4[C:8](=[N:7][C:6]([C:12]([F:15])([F:14])[F:13])=[CH:5][CH:4]=4)[N:9]=[CH:10][CH:11]=3)[CH:26]=[CH:25][C:24]=2[F:38])=[CH:21][C:20]([C:39]#[N:40])=[CH:19][CH:18]=1, predict the reactants needed to synthesize it. The reactants are: Cl[C:2]1[CH:11]=[CH:10][N:9]=[C:8]2[C:3]=1[CH:4]=[CH:5][C:6]([C:12]([F:15])([F:14])[F:13])=[N:7]2.[F:16][C:17]1[C:22]([C:23]2[CH:28]=[C:27](B3OC(C)(C)C(C)(C)O3)[CH:26]=[CH:25][C:24]=2[F:38])=[CH:21][C:20]([C:39]#[N:40])=[CH:19][CH:18]=1. (6) Given the product [CH:1]1([NH:4][C:5]2[C:10]([C:11]([NH2:13])=[O:12])=[CH:9][N:8]=[C:7]([NH:14][C:15]3[CH:20]=[CH:19][C:18]([CH:21]4[CH2:26][CH2:25][N:24]([C:37]5[CH:42]=[CH:41][CH:40]=[CH:39][N:38]=5)[CH2:23][CH2:22]4)=[CH:17][CH:16]=3)[N:6]=2)[CH2:3][CH2:2]1, predict the reactants needed to synthesize it. The reactants are: [CH:1]1([NH:4][C:5]2[C:10]([C:11]([NH2:13])=[O:12])=[CH:9][N:8]=[C:7]([NH:14][C:15]3[CH:20]=[CH:19][C:18]([CH:21]4[CH2:26][CH2:25][NH:24][CH2:23][CH2:22]4)=[CH:17][CH:16]=3)[N:6]=2)[CH2:3][CH2:2]1.CCN(C(C)C)C(C)C.F[C:37]1[CH:42]=[CH:41][CH:40]=[CH:39][N:38]=1.C(O)(C(F)(F)F)=O.